Dataset: Full USPTO retrosynthesis dataset with 1.9M reactions from patents (1976-2016). Task: Predict the reactants needed to synthesize the given product. (1) The reactants are: [O:1]1[CH:5]=[CH:4][CH:3]=[C:2]1[C:6](=[O:11])[CH2:7][C:8](=O)[CH3:9].[Cl:12][C:13]1[C:14]2[CH:25]=[CH:24][C:23]([F:26])=[CH:22][C:15]=2[S:16][C:17]=1[C:18]([NH:20][NH2:21])=[O:19]. Given the product [Cl:12][C:13]1[C:14]2[CH:25]=[CH:24][C:23]([F:26])=[CH:22][C:15]=2[S:16][C:17]=1[C:18]([NH:20][N:21]=[C:8]([CH2:7][C:6]([C:2]1[O:1][CH:5]=[CH:4][CH:3]=1)=[O:11])[CH3:9])=[O:19], predict the reactants needed to synthesize it. (2) Given the product [F:1][C:2]1[CH:11]=[CH:10][C:9]([C:12]([NH2:14])=[O:13])=[C:8]2[C:3]=1[CH2:4][CH:5]([N+:15]([O-:17])=[O:16])[CH2:6][O:7]2, predict the reactants needed to synthesize it. The reactants are: [F:1][C:2]1[CH:11]=[CH:10][C:9]([C:12]([NH2:14])=[O:13])=[C:8]2[C:3]=1[CH:4]=[C:5]([N+:15]([O-:17])=[O:16])[CH2:6][O:7]2.C(O)(C)C.[BH4-].[Na+]. (3) Given the product [NH2:14][C:10]1[C:9](=[O:17])[N:8]([C:5]2[CH:6]=[CH:7][C:2]([F:1])=[CH:3][CH:4]=2)[CH:13]=[CH:12][CH:11]=1, predict the reactants needed to synthesize it. The reactants are: [F:1][C:2]1[CH:7]=[CH:6][C:5]([N:8]2[CH:13]=[CH:12][CH:11]=[C:10]([N+:14]([O-])=O)[C:9]2=[O:17])=[CH:4][CH:3]=1.[Cl-].[NH4+].